This data is from Reaction yield outcomes from USPTO patents with 853,638 reactions. The task is: Predict the reaction yield, written as a fraction of the theoretical maximum amount of product (1.0 means a 100% yield; for example, 0.34 means a 34% yield). (1) The reactants are [NH2:1][C:2]1[C:10]([F:11])=[CH:9][CH:8]=[CH:7][C:3]=1[C:4]([OH:6])=[O:5].[F:12][C:13]([F:24])([F:23])[C:14](O[C:14](=[O:15])[C:13]([F:24])([F:23])[F:12])=[O:15].[OH-].[Na+]. The catalyst is O1CCCC1. The product is [F:11][C:10]1[C:2]([NH:1][C:14](=[O:15])[C:13]([F:24])([F:23])[F:12])=[C:3]([CH:7]=[CH:8][CH:9]=1)[C:4]([OH:6])=[O:5]. The yield is 0.930. (2) The reactants are [CH3:1][C:2]1[CH:7]=[CH:6][C:5]([S:8]([O:11][CH2:12][CH2:13][C@@:14]2([O:53][CH3:54])[C@H:19]([O:20]CC3C=CC=CC=3)[C@@H:18]([O:28]CC3C=CC=CC=3)[C@H:17]([O:36]CC3C=CC=CC=3)[C@@H:16]([CH2:44][O:45]CC3C=CC=CC=3)[O:15]2)(=[O:10])=[O:9])=[CH:4][CH:3]=1. The catalyst is CO.[Pd]. The product is [CH3:1][C:2]1[CH:7]=[CH:6][C:5]([S:8]([O:11][CH2:12][CH2:13][C@@:14]2([O:53][CH3:54])[C@H:19]([OH:20])[C@@H:18]([OH:28])[C@H:17]([OH:36])[C@@H:16]([CH2:44][OH:45])[O:15]2)(=[O:9])=[O:10])=[CH:4][CH:3]=1. The yield is 1.00. (3) The reactants are COC1C=CC2[C@@H]3[C@H]([C@H]4[C@@](CC3)(C)[C@@H](O)CC4)[C@H](CC=C)CC=2C=1.CN1[C@@H](C)[C@@H](C2C=CC=CC=2)N(C(=O)[C@@H](CCC(F)(F)C(F)(F)C(F)(F)C(F)(F)F)CCCCCCC=C)C1=O.[CH3:65][N:66]1[C@@H:70]([CH3:71])[C@@H:69]([C:72]2[CH:77]=[CH:76][CH:75]=[CH:74][CH:73]=2)[N:68]([C:78](=[O:125])[C@@H:79]([CH2:110][CH2:111][C:112]([F:124])([F:123])[C:113]([F:122])([F:121])[C:114]([F:120])([F:119])[C:115]([F:118])([F:117])[F:116])[CH2:80][CH2:81][CH2:82][CH2:83][CH2:84][CH2:85]/[CH:86]=[CH:87]/[CH2:88][C@@H:89]2[CH2:106][C:105]3[CH:104]=[C:103]([O:107][CH3:108])[CH:102]=[CH:101][C:100]=3[C@@H:99]3[C@@H:90]2[C@H:91]2[C@@:95]([CH2:97][CH2:98]3)([CH3:96])[C@@H:94]([OH:109])[CH2:93][CH2:92]2)[C:67]1=[O:126]. The catalyst is ClCCl.C1CCC(P(C2CCCCC2)C2CCCCC2)CC1.C1CCC(P(C2CCCCC2)C2CCCCC2)CC1.C1C=CC(C=[Ru](Cl)Cl)=CC=1. The product is [CH3:65][N:66]1[C@@H:70]([CH3:71])[C@@H:69]([C:72]2[CH:73]=[CH:74][CH:75]=[CH:76][CH:77]=2)[N:68]([C:78](=[O:125])[C@@H:79]([CH2:110][CH2:111][C:112]([F:123])([F:124])[C:113]([F:122])([F:121])[C:114]([F:120])([F:119])[C:115]([F:118])([F:117])[F:116])[CH2:80][CH2:81][CH2:82][CH2:83][CH2:84][CH2:85]/[CH:86]=[CH:87]\[CH2:88][C@@H:89]2[CH2:106][C:105]3[CH:104]=[C:103]([O:107][CH3:108])[CH:102]=[CH:101][C:100]=3[C@@H:99]3[C@@H:90]2[C@H:91]2[C@@:95]([CH2:97][CH2:98]3)([CH3:96])[C@@H:94]([OH:109])[CH2:93][CH2:92]2)[C:67]1=[O:126]. The yield is 0.570. (4) The reactants are O[C:2]1[CH:11]=[C:10]([CH3:12])[C:9]2[C:4](=[CH:5][C:6]([O:13][CH3:14])=[CH:7][CH:8]=2)[N:3]=1.O=P(Cl)(Cl)[Cl:17]. No catalyst specified. The product is [Cl:17][C:2]1[CH:11]=[C:10]([CH3:12])[C:9]2[C:4](=[CH:5][C:6]([O:13][CH3:14])=[CH:7][CH:8]=2)[N:3]=1. The yield is 0.410. (5) The reactants are Br[C:2]1[CH:9]=[CH:8][C:5]([CH2:6][OH:7])=[CH:4][C:3]=1[CH3:10].[C:11]([C:13]1[CH:18]=[CH:17][CH:16]=[CH:15][C:14]=1OB(O)O)#[N:12].ClCCl.C(=O)([O-])[O-].[Na+].[Na+]. The catalyst is [Br-].C([N+](CCCC)(CCCC)CCCC)CCC.C1C=CC(P(C2C=CC=CC=2)[C-]2C=CC=C2)=CC=1.C1C=CC(P(C2C=CC=CC=2)[C-]2C=CC=C2)=CC=1.Cl[Pd]Cl.[Fe+2].C1(C)C=CC=CC=1. The product is [OH:7][CH2:6][C:5]1[CH:8]=[CH:9][C:2]([C:14]2[C:13]([C:11]#[N:12])=[CH:18][CH:17]=[CH:16][CH:15]=2)=[C:3]([CH3:10])[CH:4]=1. The yield is 0.240. (6) The reactants are [Br:1][C:2]1[CH:3]=[CH:4][C:5]([N:8]=[CH:9][N:10](C)C)=[N:6][CH:7]=1.N1C=CC=CC=1.NOS(O)(=O)=O. The catalyst is CO. The product is [Br:1][C:2]1[CH:3]=[CH:4][C:5]2[N:6]([N:10]=[CH:9][N:8]=2)[CH:7]=1. The yield is 0.720. (7) The reactants are [CH3:1][C:2]1[C:6]([C:7]2[C:16]3[O:15][CH2:14][C@H:13]([C:17]4[CH:22]=[CH:21][CH:20]=[CH:19][N:18]=4)[N:12]4[C:23]([N:25]5[CH2:30][CH2:29][N:28](C(OC(C)(C)C)=O)[CH2:27][CH2:26]5)=[N:24][C:10]([C:11]=34)=[CH:9][CH:8]=2)=[C:5]([CH3:38])[O:4][N:3]=1.CO.[ClH:41]. No catalyst specified. The product is [ClH:41].[ClH:41].[ClH:41].[CH3:1][C:2]1[C:6]([C:7]2[C:16]3[O:15][CH2:14][C@H:13]([C:17]4[CH:22]=[CH:21][CH:20]=[CH:19][N:18]=4)[N:12]4[C:23]([N:25]5[CH2:30][CH2:29][NH:28][CH2:27][CH2:26]5)=[N:24][C:10]([C:11]=34)=[CH:9][CH:8]=2)=[C:5]([CH3:38])[O:4][N:3]=1. The yield is 0.920. (8) The yield is 0.900. The catalyst is CCOCC.O1CCCC1. The product is [CH3:1][C:2]1[C:7]([CH3:8])=[C:6]([OH:9])[C:5]([CH3:10])=[CH:4][C:3]=1[SH:11]. The reactants are [CH3:1][C:2]1[C:7]([CH3:8])=[C:6]([OH:9])[C:5]([CH3:10])=[CH:4][C:3]=1[S:11]C#N.[H-].[H-].[H-].[H-].[Li+].[Al+3].